This data is from Forward reaction prediction with 1.9M reactions from USPTO patents (1976-2016). The task is: Predict the product of the given reaction. (1) Given the reactants [C:1]([O:5][C:6](=[O:21])[NH:7][C@@H:8]1[C:14](=[O:15])[NH:13][C:12]2[CH:16]=[CH:17][CH:18]=[CH:19][C:11]=2[O:10][C@@H:9]1[CH3:20])([CH3:4])([CH3:3])[CH3:2].[H-].[Na+].[Cl:24][C:25]1[CH:32]=[CH:31][C:28]([CH2:29]Cl)=[CH:27][CH:26]=1, predict the reaction product. The product is: [C:1]([O:5][C:6](=[O:21])[NH:7][C@@H:8]1[C:14](=[O:15])[N:13]([CH2:29][C:28]2[CH:31]=[CH:32][C:25]([Cl:24])=[CH:26][CH:27]=2)[C:12]2[CH:16]=[CH:17][CH:18]=[CH:19][C:11]=2[O:10][C@@H:9]1[CH3:20])([CH3:4])([CH3:2])[CH3:3]. (2) The product is: [C:37]([CH2:36][CH:35]([OH:41])[CH2:34][CH:33]([OH:42])[CH2:32][CH2:31][C:15]1[N:14]([CH:43]([CH3:45])[CH3:44])[C:13]([C:11]([NH:10][C:7]2[CH:8]=[CH:9][C:4]([C:3]([OH:46])=[O:2])=[CH:5][N:6]=2)=[O:12])=[C:17]([C:18]2[CH:23]=[CH:22][CH:21]=[CH:20][CH:19]=2)[C:16]=1[C:24]1[CH:25]=[CH:26][C:27]([F:30])=[CH:28][CH:29]=1)([OH:39])=[O:38]. Given the reactants C[O:2][C:3](=[O:46])[C:4]1[CH:9]=[CH:8][C:7]([NH:10][C:11]([C:13]2[N:14]([CH:43]([CH3:45])[CH3:44])[C:15]([CH2:31][CH2:32][CH:33]([OH:42])[CH2:34][CH:35]([OH:41])[CH2:36][C:37]([O:39]C)=[O:38])=[C:16]([C:24]3[CH:29]=[CH:28][C:27]([F:30])=[CH:26][CH:25]=3)[C:17]=2[C:18]2[CH:23]=[CH:22][CH:21]=[CH:20][CH:19]=2)=[O:12])=[N:6][CH:5]=1.[OH-].[Na+].Cl.CCO, predict the reaction product. (3) Given the reactants [Cl:1][C:2]1[CH:3]=[CH:4][C:5]([O:35][CH2:36][CH:37]([CH3:39])[CH3:38])=[C:6]([CH2:8][N:9]2[C:13]([CH3:14])=[CH:12][C:11]([C:15]([NH:17][C:18]3[CH:19]=[C:20]4[C:25](=[CH:26][CH:27]=3)[CH2:24][N:23](C(OC(C)(C)C)=O)[CH2:22][CH2:21]4)=[O:16])=[N:10]2)[CH:7]=1.FC(F)(F)C(O)=O, predict the reaction product. The product is: [ClH:1].[Cl:1][C:2]1[CH:3]=[CH:4][C:5]([O:35][CH2:36][CH:37]([CH3:39])[CH3:38])=[C:6]([CH2:8][N:9]2[C:13]([CH3:14])=[CH:12][C:11]([C:15]([NH:17][C:18]3[CH:19]=[C:20]4[C:25](=[CH:26][CH:27]=3)[CH2:24][NH:23][CH2:22][CH2:21]4)=[O:16])=[N:10]2)[CH:7]=1. (4) Given the reactants Br[C:2]1[CH:9]=[CH:8][C:5]([C:6]#[N:7])=[C:4]([F:10])[CH:3]=1.[CH3:11][O:12][C:13]1[C:18]([O:19][CH3:20])=[CH:17][CH:16]=[CH:15][C:14]=1B(O)O.C(=O)([O-])[O-].[Na+].[Na+].COCCOC, predict the reaction product. The product is: [CH3:11][O:12][C:13]1[C:18]([O:19][CH3:20])=[CH:17][CH:16]=[CH:15][C:14]=1[C:2]1[CH:9]=[CH:8][C:5]([C:6]#[N:7])=[C:4]([F:10])[CH:3]=1.[C:5]1([C:6]2[CH:17]=[CH:18][CH:13]=[CH:14][CH:15]=2)[CH:8]=[CH:9][CH:2]=[CH:3][CH:4]=1. (5) Given the reactants [OH:1][C:2]([C:4]([F:7])([F:6])[F:5])=[O:3].[F:8][CH:9]([F:38])[CH2:10][NH:11][C:12]1[N:13]=[C:14]2[CH2:36][CH:35]([CH3:37])[NH:34][CH2:33][C:15]2=[N:16][C:17]=1[N:18]1[CH2:23][CH2:22][CH:21]([O:24][C:25]2[CH:30]=[CH:29][C:28]([F:31])=[CH:27][C:26]=2[F:32])[CH2:20][CH2:19]1.C=O.CCN(C(C)C)C(C)C.C(O[BH-](OC(=O)C)OC(=O)C)(=O)C.[Na+], predict the reaction product. The product is: [F:38][CH:9]([F:8])[CH2:10][NH:11][C:12]1[N:13]=[C:14]2[CH2:36][CH:35]([CH3:37])[N:34]([CH3:2])[CH2:33][C:15]2=[N:16][C:17]=1[N:18]1[CH2:19][CH2:20][CH:21]([O:24][C:25]2[CH:30]=[CH:29][C:28]([F:31])=[CH:27][C:26]=2[F:32])[CH2:22][CH2:23]1.[C:2]([OH:3])([C:4]([F:7])([F:6])[F:5])=[O:1]. (6) Given the reactants [Br:1][C:2]1[CH:10]=[CH:9][C:5]([C:6](Cl)=[O:7])=[CH:4][C:3]=1[F:11].[CH3:12][O:13][C:14](=[O:20])[CH:15]=[C:16]([NH:18][CH3:19])[CH3:17], predict the reaction product. The product is: [CH3:12][O:13][C:14](=[O:20])[CH:15]([C:6](=[O:7])[C:5]1[CH:9]=[CH:10][C:2]([Br:1])=[C:3]([F:11])[CH:4]=1)/[C:16](=[N:18]/[CH3:19])/[CH3:17]. (7) Given the reactants [CH2:1]([O:3][C:4](=[O:25])[CH2:5][C:6]1[CH:11]=[CH:10][CH:9]=[C:8]([S:12][C:13]2[C:21]3[C:16](=[C:17]([F:23])[C:18]([Cl:22])=[CH:19][CH:20]=3)[NH:15][C:14]=2[CH3:24])[CH:7]=1)[CH3:2].Br[C:27]1[CH:28]=[N:29][N:30]([CH2:32][CH2:33][CH3:34])[CH:31]=1, predict the reaction product. The product is: [CH2:1]([O:3][C:4](=[O:25])[CH2:5][C:6]1[CH:11]=[CH:10][CH:9]=[C:8]([S:12][C:13]2[C:21]3[C:16](=[C:17]([F:23])[C:18]([Cl:22])=[CH:19][CH:20]=3)[N:15]([C:27]3[CH:28]=[N:29][N:30]([CH2:32][CH2:33][CH3:34])[CH:31]=3)[C:14]=2[CH3:24])[CH:7]=1)[CH3:2]. (8) Given the reactants [CH3:1][O:2][C:3](=[O:12])[CH2:4][C:5]1[CH:10]=[CH:9][CH:8]=[C:7]([NH2:11])[CH:6]=1.[Br:13][C:14]1[O:18][C:17]([C:19](O)=[O:20])=[CH:16][CH:15]=1, predict the reaction product. The product is: [CH3:1][O:2][C:3](=[O:12])[CH2:4][C:5]1[CH:10]=[CH:9][CH:8]=[C:7]([NH:11][C:19]([C:17]2[O:18][C:14]([Br:13])=[CH:15][CH:16]=2)=[O:20])[CH:6]=1. (9) Given the reactants [CH3:1][CH:2]1[C:10]2[C:5](=[CH:6][CH:7]=[CH:8][CH:9]=2)[N:4]([CH2:11][CH2:12][CH2:13][N:14]2[CH2:44][CH2:43][C:17]3([N:21]([C:22]4[CH:27]=[CH:26][CH:25]=[CH:24][CH:23]=4)[CH2:20][N:19]([CH2:28][C:29]4[CH:30]=[C:31]([CH:39]=[CH:40][CH:41]=4)[C:32]([O:34]C(C)(C)C)=[O:33])[C:18]3=[O:42])[CH2:16][CH2:15]2)[C:3]1=[O:45], predict the reaction product. The product is: [CH3:1][CH:2]1[C:10]2[C:5](=[CH:6][CH:7]=[CH:8][CH:9]=2)[N:4]([CH2:11][CH2:12][CH2:13][N:14]2[CH2:44][CH2:43][C:17]3([N:21]([C:22]4[CH:27]=[CH:26][CH:25]=[CH:24][CH:23]=4)[CH2:20][N:19]([CH2:28][C:29]4[CH:30]=[C:31]([CH:39]=[CH:40][CH:41]=4)[C:32]([OH:34])=[O:33])[C:18]3=[O:42])[CH2:16][CH2:15]2)[C:3]1=[O:45].